From a dataset of Forward reaction prediction with 1.9M reactions from USPTO patents (1976-2016). Predict the product of the given reaction. (1) Given the reactants O.[NH2:2][NH2:3].Cl[C:5]1[N:6]=[C:7]2[CH:15]=[C:14]([Cl:16])[N:13]=[CH:12][C:8]2=[N:9][C:10]=1[Cl:11].CCO, predict the reaction product. The product is: [Cl:11][C:10]1[N:9]=[C:8]2[CH:12]=[N:13][C:14]([Cl:16])=[CH:15][C:7]2=[N:6][C:5]=1[NH:2][NH2:3]. (2) The product is: [CH2:1]([O:8][C:9]1[CH:16]=[CH:15][C:12]([C:13]2[NH:24][C:20]3=[N:21][CH:22]=[CH:23][C:18]([CH3:17])=[C:19]3[N:25]=2)=[CH:11][CH:10]=1)[C:2]1[CH:7]=[CH:6][CH:5]=[CH:4][CH:3]=1. Given the reactants [CH2:1]([O:8][C:9]1[CH:16]=[CH:15][C:12]([CH:13]=O)=[CH:11][CH:10]=1)[C:2]1[CH:7]=[CH:6][CH:5]=[CH:4][CH:3]=1.[CH3:17][C:18]1[CH:23]=[CH:22][N:21]=[C:20]([NH2:24])[C:19]=1[N+:25]([O-])=O.S(S([O-])=O)([O-])=O.[Na+].[Na+].[NH4+].[OH-], predict the reaction product.